Dataset: Reaction yield outcomes from USPTO patents with 853,638 reactions. Task: Predict the reaction yield, written as a fraction of the theoretical maximum amount of product (1.0 means a 100% yield; for example, 0.34 means a 34% yield). (1) The reactants are [N+:1]([C:4]1[CH:9]=[CH:8][C:7]([C:10]([P:13](=[O:20])([O:17][CH2:18][CH3:19])[O:14][CH2:15][CH3:16])([F:12])[F:11])=[CH:6][CH:5]=1)([O-])=O. The catalyst is CO.[Pd]. The product is [NH2:1][C:4]1[CH:5]=[CH:6][C:7]([C:10]([P:13](=[O:20])([O:17][CH2:18][CH3:19])[O:14][CH2:15][CH3:16])([F:11])[F:12])=[CH:8][CH:9]=1. The yield is 0.830. (2) The reactants are [CH3:1][C:2]1[CH:10]=[C:9]([N+:11]([O-:13])=[O:12])[CH:8]=[C:7]2[C:3]=1[CH:4]=[N:5][NH:6]2.[H-].[Na+].[CH3:16]I. The catalyst is CN(C)C=O.O. The product is [CH3:16][N:6]1[C:7]2[C:3](=[C:2]([CH3:1])[CH:10]=[C:9]([N+:11]([O-:13])=[O:12])[CH:8]=2)[CH:4]=[N:5]1. The yield is 0.590. (3) The reactants are [BH4-].[Na+].[CH3:3][N:4]1[C:13]2[C:8](=[CH:9][CH:10]=[CH:11][CH:12]=2)[C:7](=[O:14])[C:6]([CH3:16])([CH3:15])[C:5]1=[O:17].Cl. The catalyst is CCO. The product is [OH:14][CH:7]1[C:8]2[C:13](=[CH:12][CH:11]=[CH:10][CH:9]=2)[N:4]([CH3:3])[C:5](=[O:17])[C:6]1([CH3:16])[CH3:15]. The yield is 0.820. (4) The product is [CH2:1]([N:8]1[C:13](=[O:14])[C:12]2[C:15]([CH3:18])=[N:16][O:17][C:11]=2[N:10]=[C:9]1[CH:19]([Br:28])[CH:20]([CH3:22])[CH3:21])[C:2]1[CH:3]=[CH:4][CH:5]=[CH:6][CH:7]=1. The yield is 0.600. The catalyst is C(O)(=O)C.O. The reactants are [CH2:1]([N:8]1[C:13](=[O:14])[C:12]2[C:15]([CH3:18])=[N:16][O:17][C:11]=2[N:10]=[C:9]1[CH2:19][CH:20]([CH3:22])[CH3:21])[C:2]1[CH:7]=[CH:6][CH:5]=[CH:4][CH:3]=1.C([O-])(=O)C.[Na+].[Br:28]Br.C(=O)([O-])[O-].[K+].[K+].